Task: Predict the reactants needed to synthesize the given product.. Dataset: Full USPTO retrosynthesis dataset with 1.9M reactions from patents (1976-2016) (1) Given the product [CH3:21][O:22][CH2:23][O:9][C:5]1[CH:6]=[CH:7][CH:8]=[C:3]([C:2]([F:10])([F:11])[F:1])[CH:4]=1, predict the reactants needed to synthesize it. The reactants are: [F:1][C:2]([F:11])([F:10])[C:3]1[CH:4]=[C:5]([OH:9])[CH:6]=[CH:7][CH:8]=1.C(N(C(C)C)CC)(C)C.[CH3:21][O:22][CH2:23]Cl.O. (2) Given the product [F:1][C:2]1[CH:7]=[C:6]([CH3:8])[CH:5]=[CH:4][C:3]=1[C:9]1[CH:10]=[N+:11]([O-:18])[CH:12]=[C:13]([CH:17]=1)[C:14]([NH:27][C@@H:25]([C:23]1[O:22][N:21]=[C:20]([CH3:19])[N:24]=1)[CH3:26])=[O:16], predict the reactants needed to synthesize it. The reactants are: [F:1][C:2]1[CH:7]=[C:6]([CH3:8])[CH:5]=[CH:4][C:3]=1[C:9]1[CH:10]=[N+:11]([O-:18])[CH:12]=[C:13]([CH:17]=1)[C:14]([OH:16])=O.[CH3:19][C:20]1[N:24]=[C:23]([C@H:25]([NH2:27])[CH3:26])[O:22][N:21]=1.C(Cl)CCl.C1C=CC2N(O)N=NC=2C=1.C(N(C(C)C)CC)(C)C. (3) Given the product [CH3:7][C@@H:8]1[CH2:36][O:35][C@@:11]2([O:15][C@H:14]3[CH2:16][C@H:17]4[C@@H:22]5[CH2:23][CH2:24][C@@H:25]6[CH2:30][C@@H:29]([OH:31])[CH2:28][CH2:27][C@:26]6([CH3:32])[C@H:21]5[CH2:20][CH2:19][C@:18]4([CH3:33])[C@H:13]3[C@@H:12]2[CH3:34])[CH2:10][CH2:9]1, predict the reactants needed to synthesize it. The reactants are: N1CCSCC1.[CH3:7][C@@H:8]1[CH2:36][O:35][C@@:11]2([O:15][C@H:14]3[CH2:16][C@H:17]4[C@@H:22]5[CH2:23][CH2:24][C@@H:25]6[CH2:30][C@@H:29]([OH:31])[CH2:28][CH2:27][C@:26]6([CH3:32])[C@H:21]5[CH2:20][CH2:19][C@:18]4([CH3:33])[C@H:13]3[C@@H:12]2[CH3:34])[CH2:10][CH2:9]1.C([O-])(=O)C=C. (4) The reactants are: [C:1]([CH:3]([O:33][CH3:34])[CH2:4][C@H:5]1[CH2:16][CH2:15][C:14]2[S:13][C:12]3[N:11]=[CH:10][N:9]=[C:8]([O:17][CH:18]4[CH2:23][CH2:22][CH:21]([N:24](C)[C:25](=O)OC(C)(C)C)[CH2:20][CH2:19]4)[C:7]=3[C:6]1=2)#[N:2].Cl. Given the product [CH3:34][O:33][C@@H:3]([CH2:4][C@H:5]1[CH2:16][CH2:15][C:14]2[S:13][C:12]3[N:11]=[CH:10][N:9]=[C:8]([O:17][CH:18]4[CH2:19][CH2:20][CH:21]([NH:24][CH3:25])[CH2:22][CH2:23]4)[C:7]=3[C:6]1=2)[C:1]#[N:2].[CH3:34][O:33][C@H:3]([CH2:4][C@H:5]1[CH2:16][CH2:15][C:14]2[S:13][C:12]3[N:11]=[CH:10][N:9]=[C:8]([O:17][CH:18]4[CH2:19][CH2:20][CH:21]([NH:24][CH3:25])[CH2:22][CH2:23]4)[C:7]=3[C:6]1=2)[C:1]#[N:2], predict the reactants needed to synthesize it. (5) Given the product [Br:1][C:2]1[CH:3]=[C:4]([N:9]([S:16]([C:10]2[CH:15]=[CH:14][CH:13]=[CH:12][CH:11]=2)(=[O:18])=[O:17])[S:16]([C:10]2[CH:15]=[CH:14][CH:13]=[CH:12][CH:11]=2)(=[O:18])=[O:17])[C:5]([Cl:8])=[N:6][CH:7]=1, predict the reactants needed to synthesize it. The reactants are: [Br:1][C:2]1[CH:3]=[C:4]([NH2:9])[C:5]([Cl:8])=[N:6][CH:7]=1.[C:10]1([S:16](Cl)(=[O:18])=[O:17])[CH:15]=[CH:14][CH:13]=[CH:12][CH:11]=1.